This data is from Peptide-MHC class I binding affinity with 185,985 pairs from IEDB/IMGT. The task is: Regression. Given a peptide amino acid sequence and an MHC pseudo amino acid sequence, predict their binding affinity value. This is MHC class I binding data. The peptide sequence is FLKEKGGL. The MHC is HLA-A29:02 with pseudo-sequence HLA-A29:02. The binding affinity (normalized) is 0.